Dataset: Forward reaction prediction with 1.9M reactions from USPTO patents (1976-2016). Task: Predict the product of the given reaction. (1) Given the reactants C[N:2](C)/[CH:3]=[CH:4]/[C:5]([C:7]1[C:12](=[O:13])[CH:11]=[CH:10][N:9]([C:14]2[CH:19]=[CH:18][CH:17]=[C:16]([O:20][C:21]([F:24])([F:23])[F:22])[CH:15]=2)[N:8]=1)=O.[F:26][C:27]1[CH:32]=[CH:31][C:30]([NH:33]N)=[CH:29][CH:28]=1, predict the reaction product. The product is: [F:26][C:27]1[CH:32]=[CH:31][C:30]([N:33]2[C:5]([C:7]3[C:12](=[O:13])[CH:11]=[CH:10][N:9]([C:14]4[CH:19]=[CH:18][CH:17]=[C:16]([O:20][C:21]([F:24])([F:23])[F:22])[CH:15]=4)[N:8]=3)=[CH:4][CH:3]=[N:2]2)=[CH:29][CH:28]=1. (2) Given the reactants C1COCC1.Cl[CH2:7][C:8]1[S:16][C:15]2[C:14]([C:17]3[CH:18]=[C:19]([CH:25]=[CH:26][CH:27]=3)[C:20]([O:22][CH2:23][CH3:24])=[O:21])=[N:13][CH:12]=[N:11][C:10]=2[CH:9]=1.[F:28][C:29]([F:40])([F:39])[C:30]1[CH:31]=[C:32](B(O)O)[CH:33]=[CH:34][CH:35]=1.C(=O)([O-])[O-].[Cs+].[Cs+], predict the reaction product. The product is: [F:28][C:29]([F:40])([F:39])[C:30]1[CH:35]=[C:34]([CH:33]=[CH:32][CH:31]=1)[CH2:7][C:8]1[S:16][C:15]2[C:14]([C:17]3[CH:18]=[C:19]([CH:25]=[CH:26][CH:27]=3)[C:20]([O:22][CH2:23][CH3:24])=[O:21])=[N:13][CH:12]=[N:11][C:10]=2[CH:9]=1. (3) Given the reactants [CH3:1][O:2][C:3]1[CH:12]=[CH:11][C:10]2[NH:9][C:8](=[O:13])[C:7]3[S:14][CH:15]=[CH:16][C:6]=3[C:5]=2[C:4]=1[C:17]1[CH:22]=[CH:21][C:20]([CH:23]([NH:25][C:26](=[O:32])[O:27][C:28]([CH3:31])([CH3:30])[CH3:29])[CH3:24])=[CH:19][CH:18]=1.[Br:33]N1C(=O)CCC1=O, predict the reaction product. The product is: [Br:33][C:11]1[C:10]2[NH:9][C:8](=[O:13])[C:7]3[S:14][CH:15]=[CH:16][C:6]=3[C:5]=2[C:4]([C:17]2[CH:22]=[CH:21][C:20]([CH:23]([NH:25][C:26](=[O:32])[O:27][C:28]([CH3:31])([CH3:30])[CH3:29])[CH3:24])=[CH:19][CH:18]=2)=[C:3]([O:2][CH3:1])[CH:12]=1. (4) Given the reactants [OH-].[K+].[NH:3]1[CH2:8][CH2:7][C:6](=[O:9])[CH2:5][C:4]1=[O:10].Br[CH2:12][C:13](=[O:19])[C:14]([O:16][CH2:17][CH3:18])=[O:15], predict the reaction product. The product is: [OH:19][C:13]1([C:14]([O:16][CH2:17][CH3:18])=[O:15])[C:5]2[C:4](=[O:10])[NH:3][CH2:8][CH2:7][C:6]=2[O:9][CH2:12]1. (5) Given the reactants O[C:2]1[C:3]([C:11]2([CH2:26][OH:27])[C:15]3=[N:16][CH:17]=[CH:18][CH:19]=[C:14]3[N:13]([CH2:20][CH2:21][CH2:22][CH2:23][CH3:24])[C:12]2=[O:25])=[CH:4][C:5]2[O:9][CH2:8][O:7][C:6]=2[CH:10]=1.C1(P(C2C=CC=CC=2)C2C=CC=CC=2)C=CC=CC=1.N(C(OC(C)C)=O)=NC(OC(C)C)=O, predict the reaction product. The product is: [CH2:20]([N:13]1[C:14]2[C:15](=[N:16][CH:17]=[CH:18][CH:19]=2)[C:11]2([C:3]3=[CH:4][C:5]4[O:9][CH2:8][O:7][C:6]=4[CH:10]=[C:2]3[O:27][CH2:26]2)[C:12]1=[O:25])[CH2:21][CH2:22][CH2:23][CH3:24]. (6) Given the reactants C[C:2]([O-:5])(C)C.[K+].Cl[C:8]1[N:13]=[C:12]2[O:14][C:15]([C:19]3[CH:20]=[C:21]([CH:26]=[CH:27][CH:28]=3)[C:22]([O:24][CH3:25])=[O:23])=[CH:16][C:17](=[O:18])[C:11]2=[CH:10][CH:9]=1, predict the reaction product. The product is: [CH3:2][O:5][C:8]1[N:13]=[C:12]2[O:14][C:15]([C:19]3[CH:20]=[C:21]([CH:26]=[CH:27][CH:28]=3)[C:22]([O:24][CH3:25])=[O:23])=[CH:16][C:17](=[O:18])[C:11]2=[CH:10][CH:9]=1. (7) Given the reactants Br[C:2]1[CH:7]=[C:6]([CH3:8])[C:5]([C:9]2[C:10](=[O:26])[N:11]([O:22][CH2:23][O:24][CH3:25])[C:12]3([CH2:19][CH2:18][N:17]([O:20][CH3:21])[CH2:16][CH2:15]3)[C:13]=2[OH:14])=[C:4]([CH3:27])[CH:3]=1.[Cl:28][C:29]1[CH:34]=[CH:33][C:32](B(O)O)=[CH:31][CH:30]=1.C(=O)([O-])[O-].[Na+].[Na+].Cl, predict the reaction product. The product is: [Cl:28][C:29]1[CH:34]=[CH:33][C:32]([C:2]2[CH:7]=[C:6]([CH3:8])[C:5]([C:9]3[C:10](=[O:26])[N:11]([O:22][CH2:23][O:24][CH3:25])[C:12]4([CH2:15][CH2:16][N:17]([O:20][CH3:21])[CH2:18][CH2:19]4)[C:13]=3[OH:14])=[C:4]([CH3:27])[CH:3]=2)=[CH:31][CH:30]=1. (8) Given the reactants [CH2:1]([O:3][C:4]([C:6]1[CH:11]=[C:10]([CH2:12]Br)[CH:9]=[C:8]([C:14]([O:16][CH2:17][CH3:18])=[O:15])[CH:7]=1)=[O:5])[CH3:2].C[Si]([C:23]#[N:24])(C)C.[F-].C([N+](CCCC)(CCCC)CCCC)CCC, predict the reaction product. The product is: [C:23]([CH2:12][C:10]1[CH:9]=[C:8]([C:14]([O:16][CH2:17][CH3:18])=[O:15])[CH:7]=[C:6]([C:4]([O:3][CH2:1][CH3:2])=[O:5])[CH:11]=1)#[N:24].